From a dataset of Reaction yield outcomes from USPTO patents with 853,638 reactions. Predict the reaction yield, written as a fraction of the theoretical maximum amount of product (1.0 means a 100% yield; for example, 0.34 means a 34% yield). (1) The reactants are [NH:1]1[C:9]2[C:4](=[CH:5][C:6]([C:10]([OH:12])=O)=[CH:7][CH:8]=2)[CH:3]=[N:2]1.[NH:13]1[CH2:18][CH2:17][CH2:16][C@@H:15]2[C:19]3[CH:20]=[CH:21][CH:22]=[CH:23][C:24]=3[CH2:25][C@H:14]12.F[P-](F)(F)(F)(F)F.N1(OC(N(C)C)=[N+](C)C)C2N=CC=CC=2N=N1. No catalyst specified. The product is [N:13]1([C:10]([C:6]2[CH:5]=[C:4]3[C:9](=[CH:8][CH:7]=2)[NH:1][N:2]=[CH:3]3)=[O:12])[CH2:18][CH2:17][CH2:16][C@@H:15]2[C:19]3[CH:20]=[CH:21][CH:22]=[CH:23][C:24]=3[CH2:25][C@H:14]12. The yield is 0.310. (2) The reactants are [Cl:1][C:2]1[C:3]([CH3:27])=[C:4]([NH:10][C@H:11]([C@@H:24]([OH:26])[CH3:25])[C:12]([NH:14][CH2:15][C:16](=[O:23])[C:17]2[CH:22]=[CH:21][CH:20]=[CH:19][CH:18]=2)=[O:13])[CH:5]=[CH:6][C:7]=1[C:8]#[N:9].CN(C=O)C.N1C=CN=C1.[C:38]([Si:42](Cl)([CH3:44])[CH3:43])([CH3:41])([CH3:40])[CH3:39]. The catalyst is CCOC(C)=O.O. The product is [Si:42]([O:26][C@@H:24]([CH3:25])[C@@H:11]([NH:10][C:4]1[CH:5]=[CH:6][C:7]([C:8]#[N:9])=[C:2]([Cl:1])[C:3]=1[CH3:27])[C:12]([NH:14][CH2:15][C:16](=[O:23])[C:17]1[CH:22]=[CH:21][CH:20]=[CH:19][CH:18]=1)=[O:13])([C:38]([CH3:41])([CH3:40])[CH3:39])([CH3:44])[CH3:43]. The yield is 0.800. (3) The reactants are [NH2:1][C:2]1[CH:3]=[C:4]([CH:8]=[CH:9][N:10]=1)[C:5]([OH:7])=O.[NH2:11][CH2:12][CH2:13][CH:14]([C:22]1[CH:31]=[CH:30][C:25]([C:26]([NH:28][CH3:29])=[O:27])=[CH:24][CH:23]=1)[C:15]1[CH:20]=[CH:19][C:18]([F:21])=[CH:17][CH:16]=1.C1C=CC2N(O)N=NC=2C=1.C(Cl)CCl.C(N(C(C)C)CC)(C)C. The catalyst is CN(C=O)C.O. The product is [NH2:1][C:2]1[CH:3]=[C:4]([CH:8]=[CH:9][N:10]=1)[C:5]([NH:11][CH2:12][CH2:13][CH:14]([C:15]1[CH:16]=[CH:17][C:18]([F:21])=[CH:19][CH:20]=1)[C:22]1[CH:23]=[CH:24][C:25]([C:26](=[O:27])[NH:28][CH3:29])=[CH:30][CH:31]=1)=[O:7]. The yield is 0.442. (4) The reactants are O[C@@H]([C@H](O)C(O)=O)C(O)=O.[CH3:11][C@@H:12]1[CH2:17][CH2:16][NH:15][CH2:14][C@@H:13]1[C:18]([O:20]CC)=[O:19].Cl.C([O-])(O)=O.[Na+].[C:29](O[C:29]([O:31][C:32]([CH3:35])([CH3:34])[CH3:33])=[O:30])([O:31][C:32]([CH3:35])([CH3:34])[CH3:33])=[O:30]. The catalyst is CCCCCCC.O.CCOCC.O1CCOCC1. The product is [C:32]([O:31][C:29]([N:15]1[CH2:16][CH2:17][C@@H:12]([CH3:11])[C@@H:13]([C:18]([OH:20])=[O:19])[CH2:14]1)=[O:30])([CH3:35])([CH3:34])[CH3:33]. The yield is 0.890. (5) The reactants are [CH2:1]([Li])[CH2:2][CH2:3][CH3:4].[O:6]=[C:7]1[C:12]([CH2:13][C:14]2[CH:19]=[CH:18][C:17]([C:20]3[C:21]([C:26]#[N:27])=[CH:22][CH:23]=[CH:24][CH:25]=3)=[CH:16][CH:15]=2)=[C:11]([CH2:28][CH2:29][CH3:30])[N:10]2[N:31]=[CH:32][N:33]=[C:9]2[N:8]1[CH:34]1CCC(=O)[CH2:36][CH2:35]1. The catalyst is [Br-].C[P+](C1C=CC=CC=1)(C1C=CC=CC=1)C1C=CC=CC=1.O1CCCC1. The product is [CH2:4]=[C:3]1[CH2:36][CH2:35][CH:34]([N:8]2[C:7](=[O:6])[C:12]([CH2:13][C:14]3[CH:15]=[CH:16][C:17]([C:20]4[C:21]([C:26]#[N:27])=[CH:22][CH:23]=[CH:24][CH:25]=4)=[CH:18][CH:19]=3)=[C:11]([CH2:28][CH2:29][CH3:30])[N:10]3[N:31]=[CH:32][N:33]=[C:9]23)[CH2:1][CH2:2]1. The yield is 0.800. (6) The reactants are [Cl:1][C:2]1[CH:3]=[C:4]2[C:8](=[C:9]([C:12]([OH:14])=O)[C:10]=1[F:11])[NH:7][CH:6]=[CH:5]2.CN(C(ON1N=NC2C=CC=CC1=2)=[N+](C)C)C.[B-](F)(F)(F)F.C(N(CC)C(C)C)(C)C.[CH:46]1([C:49]2[CH:68]=[CH:67][C:52]([CH2:53][NH:54][CH2:55][CH2:56][C:57]3[CH:62]=[CH:61][CH:60]=[C:59]([C:63]([F:66])([F:65])[F:64])[CH:58]=3)=[CH:51][CH:50]=2)[CH2:48][CH2:47]1. The catalyst is CN(C=O)C.O. The product is [CH:46]1([C:49]2[CH:68]=[CH:67][C:52]([CH2:53][N:54]([CH2:55][CH2:56][C:57]3[CH:62]=[CH:61][CH:60]=[C:59]([C:63]([F:66])([F:65])[F:64])[CH:58]=3)[C:12]([C:9]3[C:10]([F:11])=[C:2]([Cl:1])[CH:3]=[C:4]4[C:8]=3[NH:7][CH:6]=[CH:5]4)=[O:14])=[CH:51][CH:50]=2)[CH2:48][CH2:47]1. The yield is 0.480.